From a dataset of Peptide-MHC class II binding affinity with 134,281 pairs from IEDB. Regression. Given a peptide amino acid sequence and an MHC pseudo amino acid sequence, predict their binding affinity value. This is MHC class II binding data. (1) The peptide sequence is VDLFVFSTSFYLISI. The MHC is DRB1_1501 with pseudo-sequence DRB1_1501. The binding affinity (normalized) is 0.528. (2) The peptide sequence is APQINFFYYLGEPIV. The MHC is HLA-DQA10102-DQB10602 with pseudo-sequence HLA-DQA10102-DQB10602. The binding affinity (normalized) is 0.201. (3) The peptide sequence is VPRDEVVAATPTSL. The MHC is DRB1_0101 with pseudo-sequence DRB1_0101. The binding affinity (normalized) is 0.563. (4) The peptide sequence is TDTTPFGQQRVFKEK. The binding affinity (normalized) is 0.205. The MHC is DRB1_0701 with pseudo-sequence DRB1_0701. (5) The peptide sequence is ISFCNANPGLMKDVA. The MHC is DRB1_0901 with pseudo-sequence DRB1_0901. The binding affinity (normalized) is 0.671. (6) The peptide sequence is AFKVAATAANAANAN. The MHC is DRB1_0401 with pseudo-sequence DRB1_0401. The binding affinity (normalized) is 0.762. (7) The peptide sequence is GGTWVSATLEQDKCV. The MHC is DRB1_1101 with pseudo-sequence DRB1_1101. The binding affinity (normalized) is 0.309. (8) The peptide sequence is GRRYELETNLQHRDG. The MHC is DRB1_1201 with pseudo-sequence DRB1_1201. The binding affinity (normalized) is 0. (9) The peptide sequence is AEKFKEDVINDFVSS. The MHC is HLA-DPA10201-DPB10101 with pseudo-sequence HLA-DPA10201-DPB10101. The binding affinity (normalized) is 0.239.